The task is: Predict which catalyst facilitates the given reaction.. This data is from Catalyst prediction with 721,799 reactions and 888 catalyst types from USPTO. (1) Reactant: [CH2:1]([O:3][C:4](=[O:16])[C:5]([C:14]#[N:15])=[CH:6][C:7]1[CH:12]=[CH:11][C:10]([Br:13])=[CH:9][CH:8]=1)[CH3:2].[Cl:17][C:18]1[CH:23]=[CH:22][C:21]([Mg]Br)=[CH:20][CH:19]=1.Cl. Product: [CH2:1]([O:3][C:4](=[O:16])[CH:5]([C:14]#[N:15])[CH:6]([C:7]1[CH:8]=[CH:9][C:10]([Br:13])=[CH:11][CH:12]=1)[C:21]1[CH:22]=[CH:23][C:18]([Cl:17])=[CH:19][CH:20]=1)[CH3:2]. The catalyst class is: 11. (2) Reactant: [Cl:1][C:2]1[CH:7]=[CH:6][C:5]([C:8]2[C:13]([F:14])=[C:12]([NH:15][C:16]3[CH:21]=[CH:20][C:19]([O:22]C)=[CH:18][CH:17]=3)[CH:11]=[C:10]([CH:24]([O:28][CH2:29][CH3:30])[O:25][CH2:26][CH3:27])[N:9]=2)=[CH:4][CH:3]=1.[Cl:31]N1C(C)(C)C(=O)N(Cl)C1=O. Product: [Cl:31][C:11]1[C:10]([CH:24]([O:28][CH2:29][CH3:30])[O:25][CH2:26][CH3:27])=[N:9][C:8]([C:5]2[CH:6]=[CH:7][C:2]([Cl:1])=[CH:3][CH:4]=2)=[C:13]([F:14])[C:12]=1[N:15]=[C:16]1[CH:21]=[CH:20][C:19](=[O:22])[CH:18]=[CH:17]1. The catalyst class is: 47. (3) Reactant: [OH:1][C:2]1[CH:11]=[C:10]2[C:5]([CH2:6][CH2:7][CH:8]([C:12]([O:14][CH3:15])=[O:13])[CH2:9]2)=[CH:4][CH:3]=1.C(N(CC)CC)C.[F:23][C:24]([F:37])([F:36])[S:25](O[S:25]([C:24]([F:37])([F:36])[F:23])(=[O:27])=[O:26])(=[O:27])=[O:26]. Product: [F:23][C:24]([F:37])([F:36])[S:25]([O:1][C:2]1[CH:11]=[C:10]2[C:5]([CH2:6][CH2:7][CH:8]([C:12]([O:14][CH3:15])=[O:13])[CH2:9]2)=[CH:4][CH:3]=1)(=[O:27])=[O:26]. The catalyst class is: 2. (4) Reactant: [Cl:1][C:2]1[CH:3]=[C:4]([OH:9])[CH:5]=[CH:6][C:7]=1[Cl:8].[H-].[Na+].[CH:12]([N:25]1[CH2:28][CH:27](OS(C)(=O)=O)[CH2:26]1)([C:19]1[CH:24]=[CH:23][CH:22]=[CH:21][CH:20]=1)[C:13]1[CH:18]=[CH:17][CH:16]=[CH:15][CH:14]=1.C(OCC)(=O)C. Product: [CH:12]([N:25]1[CH2:28][CH:27]([O:9][C:4]2[CH:5]=[CH:6][C:7]([Cl:8])=[C:2]([Cl:1])[CH:3]=2)[CH2:26]1)([C:19]1[CH:20]=[CH:21][CH:22]=[CH:23][CH:24]=1)[C:13]1[CH:14]=[CH:15][CH:16]=[CH:17][CH:18]=1. The catalyst class is: 18.